Predict the reactants needed to synthesize the given product. From a dataset of Full USPTO retrosynthesis dataset with 1.9M reactions from patents (1976-2016). (1) Given the product [CH:20]([Si:19]([CH:26]([CH3:28])[CH3:27])([CH:23]([CH3:25])[CH3:24])[O:3][C:1]([C:4]1[CH:9]=[N:8][CH:7]=[CH:6][N:5]=1)=[CH2:2])([CH3:22])[CH3:21], predict the reactants needed to synthesize it. The reactants are: [C:1]([C:4]1[CH:9]=[N:8][CH:7]=[CH:6][N:5]=1)(=[O:3])[CH3:2].C(N(CC)C(C)C)(C)C.[Si:19](OS(C(F)(F)F)(=O)=O)([CH:26]([CH3:28])[CH3:27])([CH:23]([CH3:25])[CH3:24])[CH:20]([CH3:22])[CH3:21]. (2) Given the product [C:51]([C:31]1[C:32]([NH:34][C@H:35]2[C@@H:40]([CH2:41][OH:42])[C@H:39]3[CH2:50][C@@H:36]2[CH2:37][CH2:38]3)=[CH:33][C:28]([NH:27][C:25]([N:16]2[C:17]3[C:12](=[CH:11][C:10]([CH2:9][OH:8])=[C:19]([CH:20]=[O:21])[N:18]=3)[CH2:13][CH2:14][CH2:15]2)=[O:26])=[N:29][CH:30]=1)#[N:52], predict the reactants needed to synthesize it. The reactants are: [Si]([O:8][CH2:9][C:10]1[CH:11]=[C:12]2[C:17](=[N:18][C:19]=1[CH:20](OC)[O:21]C)[N:16]([C:25]([NH:27][C:28]1[CH:33]=[C:32]([NH:34][C@H:35]3[C@@H:40]([CH2:41][O:42][Si](CC)(CC)CC)[C@H:39]4[CH2:50][C@@H:36]3[CH2:37][CH2:38]4)[C:31]([C:51]#[N:52])=[CH:30][N:29]=1)=[O:26])[CH2:15][CH2:14][CH2:13]2)(C(C)(C)C)(C)C.O.Cl.